The task is: Predict the reactants needed to synthesize the given product.. This data is from Full USPTO retrosynthesis dataset with 1.9M reactions from patents (1976-2016). (1) Given the product [CH3:14][N:11]1[CH2:12][CH2:13][N:8]([CH2:7][C:4]2[CH:3]=[CH:2][C:1]([C:15]3[CH:20]=[CH:19][CH:18]=[CH:17][CH:16]=3)=[CH:6][C:5]=2[CH:29]=[O:30])[CH2:9][CH2:10]1, predict the reactants needed to synthesize it. The reactants are: [C:1]1([C:15]2[CH:20]=[CH:19][CH:18]=[CH:17][CH:16]=2)[CH:6]=[CH:5][C:4]([CH2:7][N:8]2[CH2:13][CH2:12][N:11]([CH3:14])[CH2:10][CH2:9]2)=[CH:3][CH:2]=1.[Li]CCCC.CN([CH:29]=[O:30])C.[OH-].[Na+]. (2) Given the product [CH3:29][NH:30][C:24]([C:21]1[CH:20]=[C:19]([CH2:18][NH:17][C:13]2[N:12]=[C:11]([NH:10][C:7]3[NH:8][N:9]=[C:5]([O:4][CH:2]([CH3:1])[CH3:3])[CH:6]=3)[CH:16]=[CH:15][N:14]=2)[O:23][N:22]=1)=[O:26], predict the reactants needed to synthesize it. The reactants are: [CH3:1][CH:2]([O:4][C:5]1[CH:6]=[C:7]([NH:10][C:11]2[CH:16]=[CH:15][N:14]=[C:13]([NH:17][CH2:18][C:19]3[O:23][N:22]=[C:21]([C:24]([O:26]CC)=O)[CH:20]=3)[N:12]=2)[NH:8][N:9]=1)[CH3:3].[CH3:29][NH2:30]. (3) Given the product [OH:11][CH2:10][CH2:9][O:8][P:7]([CH2:6][C:5]1[CH:17]=[CH:18][C:2]([NH:1][C:22]2[N:27]=[C:26]([NH:28][C:29]3[CH:38]=[CH:37][CH:36]=[CH:35][C:30]=3[C:31](=[O:32])[NH:33][CH3:34])[C:25]([C:39]([F:42])([F:40])[F:41])=[CH:24][N:23]=2)=[C:3]([O:19][CH3:20])[CH:4]=1)(=[O:16])[O:12][CH2:13][CH2:14][OH:15], predict the reactants needed to synthesize it. The reactants are: [NH2:1][C:2]1[CH:18]=[CH:17][C:5]([CH2:6][P:7](=[O:16])([O:12][CH2:13][CH2:14][OH:15])[O:8][CH2:9][CH2:10][OH:11])=[CH:4][C:3]=1[O:19][CH3:20].Cl[C:22]1[N:27]=[C:26]([NH:28][C:29]2[CH:38]=[CH:37][CH:36]=[CH:35][C:30]=2[C:31]([NH:33][CH3:34])=[O:32])[C:25]([C:39]([F:42])([F:41])[F:40])=[CH:24][N:23]=1. (4) Given the product [N:23]1([C:21](=[O:22])[CH2:20][N:7]2[C:8]3[CH2:16][CH:15]4[N:11]([CH2:12][CH2:13][CH2:14]4)[CH2:10][C:9]=3[C:5]3[CH:4]=[CH:3][CH:2]=[N:1][C:6]2=3)[CH2:28][CH2:27][CH2:26][CH2:25][CH2:24]1, predict the reactants needed to synthesize it. The reactants are: [N:1]1[C:6]2[NH:7][C:8]3[CH2:16][CH:15]4[N:11]([CH2:12][CH2:13][CH2:14]4)[CH2:10][C:9]=3[C:5]=2[CH:4]=[CH:3][CH:2]=1.[H-].[Na+].Cl[CH2:20][C:21]([N:23]1[CH2:28][CH2:27][CH2:26][CH2:25][CH2:24]1)=[O:22]. (5) Given the product [Cl:1][C:2]1[C:3]([O:12][C:13]2[CH:18]=[C:17]([O:19][CH:34]([CH3:36])[CH3:35])[CH:16]=[CH:15][C:14]=2/[CH:20]=[C:21](\[CH3:27])/[C:22]([O:24][CH2:25][CH3:26])=[O:23])=[N:4][CH:5]=[C:6]([C:8]([F:9])([F:11])[F:10])[CH:7]=1, predict the reactants needed to synthesize it. The reactants are: [Cl:1][C:2]1[C:3]([O:12][C:13]2[CH:18]=[C:17]([OH:19])[CH:16]=[CH:15][C:14]=2/[CH:20]=[C:21](\[CH3:27])/[C:22]([O:24][CH2:25][CH3:26])=[O:23])=[N:4][CH:5]=[C:6]([C:8]([F:11])([F:10])[F:9])[CH:7]=1.C(=O)([O-])[O-].[K+].[K+].[CH:34](I)([CH3:36])[CH3:35].O. (6) Given the product [Cl:24][C:10]1[CH:11]=[C:12]2[C:17](=[CH:18][C:9]=1[O:8][C:7]1[CH:6]=[CH:5][C:4]([C:1](=[O:3])[NH:2][C:28]3[CH:37]=[CH:36][C:35]4[C:30](=[C:31]([CH3:38])[CH:32]=[CH:33][CH:34]=4)[N:29]=3)=[CH:26][CH:25]=1)[O:16][CH2:15][CH2:14][CH:13]2[C:19]([O:21][CH2:22][CH3:23])=[O:20], predict the reactants needed to synthesize it. The reactants are: [C:1]([C:4]1[CH:26]=[CH:25][C:7]([O:8][C:9]2[CH:18]=[C:17]3[C:12]([CH:13]([C:19]([O:21][CH2:22][CH3:23])=[O:20])[CH2:14][CH2:15][O:16]3)=[CH:11][C:10]=2[Cl:24])=[CH:6][CH:5]=1)(=[O:3])[NH2:2].Cl[C:28]1[CH:37]=[CH:36][C:35]2[C:30](=[C:31]([CH3:38])[CH:32]=[CH:33][CH:34]=2)[N:29]=1.CC(C1C=C(C(C)C)C(C2C=CC=CC=2P(C2CCCCC2)C2CCCCC2)=C(C(C)C)C=1)C. (7) Given the product [Cl:1][C:2]1[CH:3]=[CH:4][C:5]([C@@:8]([NH:27][C:28]([NH:47][CH:44]2[CH2:45][CH2:46][C:42]([F:48])([F:41])[CH2:43]2)=[O:39])([C:16]2[CH:21]=[C:20]([C:22]([F:23])([F:24])[F:25])[CH:19]=[C:18]([F:26])[CH:17]=2)[CH2:9][C:10]2[CH:11]=[CH:12][CH:13]=[CH:14][CH:15]=2)=[N:6][CH:7]=1, predict the reactants needed to synthesize it. The reactants are: [Cl:1][C:2]1[CH:3]=[CH:4][C:5]([C@@:8]([NH:27][C:28](=[O:39])OC2C=CC([N+]([O-])=O)=CC=2)([C:16]2[CH:21]=[C:20]([C:22]([F:25])([F:24])[F:23])[CH:19]=[C:18]([F:26])[CH:17]=2)[CH2:9][C:10]2[CH:15]=[CH:14][CH:13]=[CH:12][CH:11]=2)=[N:6][CH:7]=1.Cl.[F:41][C:42]1([F:48])[CH2:46][CH2:45][CH:44]([NH2:47])[CH2:43]1.